Task: Predict the reaction yield, written as a fraction of the theoretical maximum amount of product (1.0 means a 100% yield; for example, 0.34 means a 34% yield).. Dataset: Reaction yield outcomes from USPTO patents with 853,638 reactions The yield is 0.940. The catalyst is CN(C=O)C. The reactants are C(OC([N:8]([C:47]([O:49][C:50]([CH3:53])([CH3:52])[CH3:51])=[O:48])[C:9]1[N:10]=[CH:11][C:12]([C:36]2[CH2:41][CH2:40][CH:39](CS([O-])(=O)=O)[CH2:38][CH:37]=2)=[N:13][C:14]=1[C:15]1[O:16][C:17]([C:20]2[CH:25]=[CH:24][C:23]([CH2:26][N:27]([C:29]([O:31][C:32]([CH3:35])([CH3:34])[CH3:33])=[O:30])[CH3:28])=[CH:22][CH:21]=2)=[N:18][N:19]=1)=O)(C)(C)C.[N-:54]=[N+:55]=[N-:56].[Na+]. The product is [N:54]([CH:39]1[CH2:40][CH2:41][C:36]([C:12]2[N:13]=[C:14]([C:15]3[O:16][C:17]([C:20]4[CH:25]=[CH:24][C:23]([CH2:26][N:27]([CH3:28])[C:29](=[O:30])[O:31][C:32]([CH3:33])([CH3:35])[CH3:34])=[CH:22][CH:21]=4)=[N:18][N:19]=3)[C:9]([NH:8][C:47]([O:49][C:50]([CH3:52])([CH3:51])[CH3:53])=[O:48])=[N:10][CH:11]=2)=[CH:37][CH2:38]1)=[N+:55]=[N-:56].